Dataset: Forward reaction prediction with 1.9M reactions from USPTO patents (1976-2016). Task: Predict the product of the given reaction. (1) Given the reactants COCN1C2C=C(C(=O)CC(=O)C)C=CC=2SC2N=CC=NC1=2.NO.COC[N:29]1[C:34]2[CH:35]=[C:36]([C:39]3[C:40]([CH3:44])=[N:41][O:42][CH:43]=3)[CH:37]=[CH:38][C:33]=2[S:32][C:31]2[N:45]=[CH:46][CH:47]=[N:48][C:30]1=2, predict the reaction product. The product is: [N:48]1[C:30]2[NH:29][C:34]3[CH:35]=[C:36]([C:39]4[C:40]([CH3:44])=[N:41][O:42][CH:43]=4)[CH:37]=[CH:38][C:33]=3[S:32][C:31]=2[N:45]=[CH:46][CH:47]=1. (2) Given the reactants C(OC([NH:8][CH2:9][CH2:10][CH2:11][CH2:12][C:13]([NH:15][C@H:16]([C:20]([O:22][CH3:23])=[O:21])[CH2:17][S:18][CH3:19])=[O:14])=O)(C)(C)C, predict the reaction product. The product is: [NH2:8][CH2:9][CH2:10][CH2:11][CH2:12][C:13]([NH:15][C@H:16]([C:20]([O:22][CH3:23])=[O:21])[CH2:17][S:18][CH3:19])=[O:14].